Task: Predict the product of the given reaction.. Dataset: Forward reaction prediction with 1.9M reactions from USPTO patents (1976-2016) (1) Given the reactants [Cl:1][C:2]1[CH:32]=[CH:31][C:5]([CH2:6][N:7]2[C:12]3[S:13][C:14]4[CH2:19][N:18](C(OC(C)(C)C)=O)[CH2:17][CH2:16][C:15]=4[C:11]=3[C:10]3=[N:27][CH:28]=[N:29][N:9]3[C:8]2=[O:30])=[CH:4][CH:3]=1.Cl, predict the reaction product. The product is: [Cl:1][C:2]1[CH:3]=[CH:4][C:5]([CH2:6][N:7]2[C:12]3[S:13][C:14]4[CH2:19][NH:18][CH2:17][CH2:16][C:15]=4[C:11]=3[C:10]3=[N:27][CH:28]=[N:29][N:9]3[C:8]2=[O:30])=[CH:31][CH:32]=1. (2) Given the reactants [F:1][C:2]1[CH:30]=[C:29]([N+:31]([O-])=O)[CH:28]=[CH:27][C:3]=1[O:4][C:5]1[CH:10]=[CH:9][N:8]=[C:7]2[CH:11]=[C:12]([C:14]3[N:15]([CH3:26])[C:16]([CH2:19][N:20]4[CH2:25][CH2:24][O:23][CH2:22][CH2:21]4)=[CH:17][N:18]=3)[S:13][C:6]=12.[Cl-].[NH4+].C(O)C, predict the reaction product. The product is: [F:1][C:2]1[CH:30]=[C:29]([CH:28]=[CH:27][C:3]=1[O:4][C:5]1[CH:10]=[CH:9][N:8]=[C:7]2[CH:11]=[C:12]([C:14]3[N:15]([CH3:26])[C:16]([CH2:19][N:20]4[CH2:25][CH2:24][O:23][CH2:22][CH2:21]4)=[CH:17][N:18]=3)[S:13][C:6]=12)[NH2:31]. (3) Given the reactants [F:1][C:2]([F:26])([F:25])[C:3]1[CH:8]=[CH:7][C:6]([C:9]2[O:13][C:12]([C:14]3[CH:15]=[C:16]([CH:22]=[CH:23][CH:24]=3)[C:17]([O:19]CC)=[O:18])=[CH:11][CH:10]=2)=[CH:5][CH:4]=1.[OH-].[Na+].O1CCCC1.Cl, predict the reaction product. The product is: [F:25][C:2]([F:1])([F:26])[C:3]1[CH:4]=[CH:5][C:6]([C:9]2[O:13][C:12]([C:14]3[CH:15]=[C:16]([CH:22]=[CH:23][CH:24]=3)[C:17]([OH:19])=[O:18])=[CH:11][CH:10]=2)=[CH:7][CH:8]=1. (4) Given the reactants [NH2:1][CH:2]([C:7]1[CH:12]=[CH:11][C:10]([O:13][CH:14]([F:16])[F:15])=[C:9]([O:17][CH2:18][CH3:19])[CH:8]=1)[CH2:3][C:4]([OH:6])=[O:5].[C:20]([NH:23][C:24]1[CH:34]=[CH:33][CH:32]=[C:26]2[C:27]([O:29][C:30](=O)[C:25]=12)=[O:28])(=[O:22])[CH3:21].C([O-])(=O)C.[Na+], predict the reaction product. The product is: [C:20]([NH:23][C:24]1[CH:34]=[CH:33][CH:32]=[C:26]2[C:25]=1[C:30](=[O:29])[N:1]([CH:2]([C:7]1[CH:12]=[CH:11][C:10]([O:13][CH:14]([F:16])[F:15])=[C:9]([O:17][CH2:18][CH3:19])[CH:8]=1)[CH2:3][C:4]([OH:6])=[O:5])[C:27]2=[O:28])(=[O:22])[CH3:21]. (5) Given the reactants [Br:1][C:2]1[CH:15]=[CH:14][C:13]2[C:12]3[C:7](=[CH:8][C:9]([Br:16])=[CH:10][CH:11]=3)[CH2:6][CH2:5][C:4]=2[CH:3]=1.ClC1C(=O)C(C#N)=C(C#N)C(=O)C=1Cl, predict the reaction product. The product is: [Br:1][C:2]1[CH:15]=[CH:14][C:13]2[C:12]3[C:7](=[CH:8][C:9]([Br:16])=[CH:10][CH:11]=3)[CH:6]=[CH:5][C:4]=2[CH:3]=1.